The task is: Predict the product of the given reaction.. This data is from Forward reaction prediction with 1.9M reactions from USPTO patents (1976-2016). (1) Given the reactants Br[C:2]1[CH:7]=[C:6]([C:8]([F:11])([F:10])[F:9])[CH:5]=[C:4]([N+:12]([O-:14])=[O:13])[CH:3]=1.CCN(C(C)C)C(C)C.[NH:24]1[CH2:29][CH2:28][O:27][CH2:26][CH2:25]1, predict the reaction product. The product is: [N+:12]([C:4]1[CH:3]=[C:2]([N:24]2[CH2:29][CH2:28][O:27][CH2:26][CH2:25]2)[CH:7]=[C:6]([C:8]([F:11])([F:10])[F:9])[CH:5]=1)([O-:14])=[O:13]. (2) Given the reactants [Cl:1][C:2]1[CH:3]=[CH:4][CH:5]=[C:6]2[C:10]=1[NH:9][N:8]=[C:7]2[C:11]1[CH:16]=[CH:15][C:14]([O:17][CH3:18])=[CH:13][CH:12]=1.[H-].[Na+].I[CH2:22][CH2:23][CH3:24], predict the reaction product. The product is: [Cl:1][C:2]1[C:10]2[C:6](=[C:7]([C:11]3[CH:16]=[CH:15][C:14]([O:17][CH3:18])=[CH:13][CH:12]=3)[N:8]([CH2:22][CH2:23][CH3:24])[N:9]=2)[CH:5]=[CH:4][CH:3]=1. (3) Given the reactants C(OC(OCC)[N:5]1[CH:9]=[CH:8][N:7]=[CH:6]1)C.C([Li])CCC.[Cl:18][C:19]1[CH:26]=[CH:25][CH:24]=[C:23]([CH2:27][CH3:28])[C:20]=1[CH:21]=[O:22], predict the reaction product. The product is: [Cl:18][C:19]1[CH:26]=[CH:25][CH:24]=[C:23]([CH2:27][CH3:28])[C:20]=1[CH:21]([C:6]1[NH:5][CH:9]=[CH:8][N:7]=1)[OH:22]. (4) Given the reactants [Cl:1][C:2]1[CH:7]=[C:6]2[NH:8][C:9](=[O:37])[C:10]3([CH:15]([C:16]4[CH:21]=[CH:20][CH:19]=[C:18]([Cl:22])[CH:17]=4)[CH2:14][C:13](=[O:23])[NH:12][CH:11]3[C:24]3[C:29]([O:30][CH2:31][CH2:32][O:33]C)=[CH:28][CH:27]=[C:26]([F:35])[C:25]=3[F:36])[C:5]2=[CH:4][CH:3]=1.B(Br)(Br)Br, predict the reaction product. The product is: [Cl:1][C:2]1[CH:7]=[C:6]2[NH:8][C:9](=[O:37])[C:10]3([CH:15]([C:16]4[CH:21]=[CH:20][CH:19]=[C:18]([Cl:22])[CH:17]=4)[CH2:14][C:13](=[O:23])[NH:12][CH:11]3[C:24]3[C:29]([O:30][CH2:31][CH2:32][OH:33])=[CH:28][CH:27]=[C:26]([F:35])[C:25]=3[F:36])[C:5]2=[CH:4][CH:3]=1.